This data is from Peptide-MHC class I binding affinity with 185,985 pairs from IEDB/IMGT. The task is: Regression. Given a peptide amino acid sequence and an MHC pseudo amino acid sequence, predict their binding affinity value. This is MHC class I binding data. (1) The peptide sequence is LADQLIHLHY. The MHC is HLA-B18:01 with pseudo-sequence HLA-B18:01. The binding affinity (normalized) is 0.288. (2) The MHC is HLA-B40:01 with pseudo-sequence HLA-B40:01. The peptide sequence is KEAYCQEFFL. The binding affinity (normalized) is 0.140. (3) The peptide sequence is DLGLLYTAKY. The MHC is HLA-A29:02 with pseudo-sequence HLA-A29:02. The binding affinity (normalized) is 0.450. (4) The peptide sequence is SWFITQRNFF. The MHC is HLA-A24:02 with pseudo-sequence HLA-A24:02. The binding affinity (normalized) is 1.00. (5) The peptide sequence is SSDDFALIV. The MHC is HLA-A69:01 with pseudo-sequence HLA-A69:01. The binding affinity (normalized) is 0.728. (6) The peptide sequence is RLYRWQPDL. The MHC is HLA-A02:01 with pseudo-sequence HLA-A02:01. The binding affinity (normalized) is 0.370. (7) The peptide sequence is FTSTNDKIK. The MHC is HLA-A33:01 with pseudo-sequence HLA-A33:01. The binding affinity (normalized) is 0. (8) The peptide sequence is YQRRRRFAI. The MHC is HLA-A02:16 with pseudo-sequence HLA-A02:16. The binding affinity (normalized) is 0.0847. (9) The peptide sequence is MLLNRFTMA. The MHC is HLA-A02:06 with pseudo-sequence HLA-A02:06. The binding affinity (normalized) is 0.849. (10) The peptide sequence is TRSFTTHFL. The MHC is HLA-B15:01 with pseudo-sequence HLA-B15:01. The binding affinity (normalized) is 0.0847.